This data is from Peptide-MHC class II binding affinity with 134,281 pairs from IEDB. The task is: Regression. Given a peptide amino acid sequence and an MHC pseudo amino acid sequence, predict their binding affinity value. This is MHC class II binding data. The peptide sequence is KLIGGIGGFVKVRQYDQILI. The MHC is HLA-DQA10101-DQB10501 with pseudo-sequence HLA-DQA10101-DQB10501. The binding affinity (normalized) is 0.466.